Dataset: Forward reaction prediction with 1.9M reactions from USPTO patents (1976-2016). Task: Predict the product of the given reaction. (1) Given the reactants S([O-])([O-])=O.[Na+:5].[Na+].C(=O)([O-])O.[Na+].[CH3:12][O:13][C:14]1[N:19]=[C:18]([S:20](Cl)(=[O:22])=[O:21])[CH:17]=[CH:16][CH:15]=1, predict the reaction product. The product is: [CH3:12][O:13][C:14]1[N:19]=[C:18]([S:20]([O-:22])=[O:21])[CH:17]=[CH:16][CH:15]=1.[Na+:5]. (2) Given the reactants [Br:1][C:2]1[N:3]([C@H:14]2[C@H](O)[C@H:17]([OH:20])[C@@H:16](CCO)[O:15]2)[C:4]2[C:9]([N:10]=1)=[C:8]([N:11]([CH3:13])[CH3:12])[N:7]=[CH:6][N:5]=2.[CH3:24][O:25][C:26]([O:29][CH3:30])([CH3:28])[CH3:27].O.C1(C)C=CC(S(O)(=O)=O)=CC=1.C(=O)(O)[O-].[Na+], predict the reaction product. The product is: [Br:1][C:2]1[N:3]([C@H:14]2[C@@H:24]3[O:25][C:26]([CH3:28])([CH3:27])[O:29][C@@H:30]3[C@@H:16]([CH2:17][OH:20])[O:15]2)[C:4]2[C:9]([N:10]=1)=[C:8]([N:11]([CH3:12])[CH3:13])[N:7]=[CH:6][N:5]=2. (3) Given the reactants [NH2:1][CH2:2][C:3]1[CH:4]=[N:5][CH:6]=[C:7](Br)[CH:8]=1.[F:10][C:11]1[CH:20]=[C:19]2[C:14]([CH2:15][CH2:16][C:17](=[O:22])[N:18]2[CH3:21])=[CH:13][C:12]=1B1OC(C)(C)C(C)(C)O1, predict the reaction product. The product is: [NH2:1][CH2:2][C:3]1[CH:8]=[C:7]([C:12]2[CH:13]=[C:14]3[C:19](=[CH:20][C:11]=2[F:10])[N:18]([CH3:21])[C:17](=[O:22])[CH2:16][CH2:15]3)[CH:6]=[N:5][CH:4]=1. (4) Given the reactants [NH:1]1[C:9]2[C:4](=[CH:5]C(C#N)=[CH:7][CH:8]=2)[CH:3]=[N:2]1.[C:12]([OH:15])(=[O:14])[CH3:13].S(=O)(=O)(O)O, predict the reaction product. The product is: [NH:1]1[C:9]2[C:4](=[CH:5][C:13]([C:12]([OH:15])=[O:14])=[CH:7][CH:8]=2)[CH:3]=[N:2]1. (5) Given the reactants [CH2:1]([CH:3]([CH2:12][CH3:13])[CH2:4][CH:5]1[CH2:8][C:7]([C:9]([OH:11])=[O:10])=[CH:6]1)[CH3:2], predict the reaction product. The product is: [CH2:12]([CH:3]([CH2:1][CH3:2])[CH2:4][CH:5]1[CH2:6][CH:7]([C:9]([OH:11])=[O:10])[CH2:8]1)[CH3:13]. (6) Given the reactants C[CH:2]1[N:13]2[C:14]3[C:10]([CH:11]=[CH:12]2)=[C:9]([CH2:15][CH2:16][CH2:17][OH:18])[C:8]([C:19]([OH:21])=[O:20])=[CH:7][C:6]=3[S:5][CH2:4][CH2:3]1.C1(O)C2C(=CC=CC=2)C=CC=1.[Cl:33][C:34]1[C:39]([CH3:40])=[CH:38][C:37](O)=[CH:36][C:35]=1[CH3:42], predict the reaction product. The product is: [Cl:33][C:34]1[C:39]([CH3:40])=[CH:38][C:37]([O:18][CH2:17][CH2:16][CH2:15][C:9]2[C:8]([C:19]([OH:21])=[O:20])=[CH:7][C:6]3[S:5][CH2:4][CH2:3][CH2:2][N:13]4[C:14]=3[C:10]=2[CH:11]=[CH:12]4)=[CH:36][C:35]=1[CH3:42].